Dataset: Catalyst prediction with 721,799 reactions and 888 catalyst types from USPTO. Task: Predict which catalyst facilitates the given reaction. (1) Reactant: [CH3:1][C:2]1[CH:3]=[C:4]([CH3:25])[C:5]2[N:6]([CH:8]=[C:9]([CH2:11][C@@H:12]3[CH2:17][CH2:16][CH2:15][CH2:14][N:13]3C(OC(C)(C)C)=O)[N:10]=2)[CH:7]=1. Product: [CH3:1][C:2]1[CH:3]=[C:4]([CH3:25])[C:5]2[N:6]([CH:8]=[C:9]([CH2:11][C@@H:12]3[CH2:17][CH2:16][CH2:15][CH2:14][NH:13]3)[N:10]=2)[CH:7]=1. The catalyst class is: 157. (2) Reactant: [I-].C[S+](C)(C)=O.[CH3:7][C:8]([O-:11])([CH3:10])[CH3:9].[K+].CC1(C)O[C@H:18]([C:20]([O:22][CH2:23][CH2:24][CH2:25][CH3:26])=[O:21])[CH2:17][C:16](=[O:27])[CH2:15]1. Product: [CH3:7][C:8]1([CH3:10])[CH2:9][C@:16]2([O:27][CH2:15]2)[CH2:17][C@@H:18]([C:20]([O:22][CH2:23][CH2:24][CH2:25][CH3:26])=[O:21])[O:11]1. The catalyst class is: 16. (3) Reactant: [C:1]([C:3]1[CH:4]=[C:5]([CH:18]=[CH:19][CH:20]=1)[CH2:6][N:7]1C(=O)C2=CC=CC=C2C1=O)#[N:2].O.NN.C(Cl)Cl.[OH-].[Na+]. Product: [C:1]([C:3]1[CH:4]=[C:5]([CH:18]=[CH:19][CH:20]=1)[CH2:6][NH2:7])#[N:2]. The catalyst class is: 5. (4) Reactant: [F:1][C:2]1[CH:7]=[C:6](OS(C(F)(F)F)(=O)=O)[CH:5]=[CH:4][C:3]=1[CH:16]([CH3:21])[C:17]([O:19][CH3:20])=[O:18].[CH3:22][Zn]C.CO.CCOCC. Product: [F:1][C:2]1[CH:7]=[C:6]([CH3:22])[CH:5]=[CH:4][C:3]=1[CH:16]([CH3:21])[C:17]([O:19][CH3:20])=[O:18]. The catalyst class is: 12. (5) Reactant: [Cl-].[CH3:2][O:3][CH2:4][P+](C1C=CC=CC=1)(C1C=CC=CC=1)C1C=CC=CC=1.CC(C)([O-])C.[K+].[C:30]([C:32]1([C:39]2[C:48]3[O:47][CH2:46][CH2:45][O:44][C:43]=3[C:42]([O:49][CH3:50])=[CH:41][CH:40]=2)[CH2:37][CH2:36][C:35](=O)[CH2:34][CH2:33]1)#[N:31].O. Product: [CH3:50][O:49][C:42]1[C:43]2[O:44][CH2:45][CH2:46][O:47][C:48]=2[C:39]([C:32]2([C:30]#[N:31])[CH2:37][CH2:36][C:35](=[CH:2][O:3][CH3:4])[CH2:34][CH2:33]2)=[CH:40][CH:41]=1. The catalyst class is: 1. (6) Reactant: Br[C:2]1[CH:3]=[C:4]([S:8]([C:11]2[N:15]([C:16]3[CH:21]=[C:20]([F:22])[CH:19]=[CH:18][C:17]=3[F:23])[N:14]=[C:13]([CH2:24][N:25]([CH3:33])[C:26](=[O:32])[O:27][C:28]([CH3:31])([CH3:30])[CH3:29])[CH:12]=2)(=[O:10])=[O:9])[CH:5]=[CH:6][CH:7]=1.C(N(CC)CC)C. Product: [F:23][C:17]1[CH:18]=[CH:19][C:20]([F:22])=[CH:21][C:16]=1[N:15]1[C:11]([S:8]([C:4]2[CH:5]=[CH:6][CH:7]=[CH:2][CH:3]=2)(=[O:9])=[O:10])=[CH:12][C:13]([CH2:24][N:25]([CH3:33])[C:26](=[O:32])[O:27][C:28]([CH3:29])([CH3:30])[CH3:31])=[N:14]1. The catalyst class is: 178. (7) Reactant: [N+:1]([C:4]1[CH:13]=[C:12]2[C:7]([C:8](O)=[N:9][CH:10]=[N:11]2)=[CH:6][CH:5]=1)([O-:3])=[O:2].S(Cl)([Cl:17])=O. Product: [Cl:17][C:8]1[C:7]2[C:12](=[CH:13][C:4]([N+:1]([O-:3])=[O:2])=[CH:5][CH:6]=2)[N:11]=[CH:10][N:9]=1. The catalyst class is: 3. (8) Product: [C:1]([O:5][C:6](=[O:18])[NH:7][C:8]1[O:12][N:11]=[C:10]([C:13]([CH3:17])([CH3:16])[CH2:14][NH:20][CH3:19])[CH:9]=1)([CH3:4])([CH3:3])[CH3:2]. Reactant: [C:1]([O:5][C:6](=[O:18])[NH:7][C:8]1[O:12][N:11]=[C:10]([C:13]([CH3:17])([CH3:16])[CH:14]=O)[CH:9]=1)([CH3:4])([CH3:3])[CH3:2].[CH3:19][NH2:20].C(O[BH-](OC(=O)C)OC(=O)C)(=O)C. The catalyst class is: 1. (9) Reactant: [C:1]([O:4][C@@H:5]1[C@:21]2([CH3:22])[C@H:8]([C@H:9]3[C@H:18]([CH2:19][CH2:20]2)[C:17]2[CH:16]=[C:15]([O:23][CH3:24])[C:14]([O:25][CH2:26]SC)=[CH:13][C:12]=2[CH2:11][CH2:10]3)[CH2:7][CH2:6]1)(=[O:3])[CH3:2].[P:29]([OH:47])([O:39][CH2:40][C:41]1[CH:46]=[CH:45][CH:44]=[CH:43][CH:42]=1)([O:31][CH2:32][C:33]1[CH:38]=[CH:37][CH:36]=[CH:35][CH:34]=1)=[O:30].IN1C(=O)CCC1=O. Product: [C:1]([O:4][C@@H:5]1[C@:21]2([CH3:22])[C@H:8]([C@H:9]3[C@H:18]([CH2:19][CH2:20]2)[C:17]2[CH:16]=[C:15]([O:23][CH3:24])[C:14]([O:25][CH2:26][O:47][P:29]([O:31][CH2:32][C:33]4[CH:38]=[CH:37][CH:36]=[CH:35][CH:34]=4)([O:39][CH2:40][C:41]4[CH:46]=[CH:45][CH:44]=[CH:43][CH:42]=4)=[O:30])=[CH:13][C:12]=2[CH2:11][CH2:10]3)[CH2:7][CH2:6]1)(=[O:3])[CH3:2]. The catalyst class is: 7. (10) Reactant: [CH2:1]([O:3][C:4](=[O:14])[C:5]([CH3:13])([CH:7]1[CH2:12][CH2:11][NH:10][CH2:9][CH2:8]1)[CH3:6])[CH3:2].Cl[C:16]1[CH:21]=[CH:20][C:19]([N+:22]([O-:24])=[O:23])=[CH:18][N:17]=1.C(N(C(C)C)CC)(C)C. Product: [CH2:1]([O:3][C:4](=[O:14])[C:5]([CH3:13])([CH:7]1[CH2:12][CH2:11][N:10]([C:16]2[CH:21]=[CH:20][C:19]([N+:22]([O-:24])=[O:23])=[CH:18][N:17]=2)[CH2:9][CH2:8]1)[CH3:6])[CH3:2]. The catalyst class is: 7.